Predict the product of the given reaction. From a dataset of Forward reaction prediction with 1.9M reactions from USPTO patents (1976-2016). (1) The product is: [CH3:24][C:25]1([CH3:39])[CH2:30][N:29]([C:31]2[CH:36]=[CH:35][CH:34]=[CH:33][C:32]=2[CH3:37])[C:28](=[O:38])[CH2:27][N:26]1[CH2:10][C@H:8]([NH:9][S:11]([C:14]1[CH:19]=[CH:18][CH:17]=[CH:16][C:15]=1[N+:20]([O-:22])=[O:21])(=[O:13])=[O:12])[C@@H:6]1[CH2:7][C@@H:3]([CH2:1][CH3:2])[C:4](=[O:23])[O:5]1. Given the reactants [CH2:1]([C@@H:3]1[CH2:7][C@@H:6]([CH:8]2[CH2:10][N@@:9]2[S:11]([C:14]2[CH:19]=[CH:18][CH:17]=[CH:16][C:15]=2[N+:20]([O-:22])=[O:21])(=[O:13])=[O:12])[O:5][C:4]1=[O:23])[CH3:2].[CH3:24][C:25]1([CH3:39])[CH2:30][N:29]([C:31]2[CH:36]=[CH:35][CH:34]=[CH:33][C:32]=2[CH3:37])[C:28](=[O:38])[CH2:27][NH:26]1, predict the reaction product. (2) Given the reactants [CH3:1][O:2][C:3]1[CH:4]=[C:5]2[C:10](=[CH:11][CH:12]=1)[C:9]([OH:13])=[C:8]([C:14]1[CH:19]=[CH:18][CH:17]=[CH:16][CH:15]=1)[C:7]([CH3:20])=[CH:6]2.[H-].[Na+].F[C:24]1[CH:31]=[CH:30][C:27]([CH:28]=[O:29])=[CH:26][CH:25]=1, predict the reaction product. The product is: [CH3:20][C:7]1[C:8]([C:14]2[CH:15]=[CH:16][CH:17]=[CH:18][CH:19]=2)=[C:9]([O:13][C:24]2[CH:31]=[CH:30][C:27]([CH:28]=[O:29])=[CH:26][CH:25]=2)[C:10]2[C:5]([CH:6]=1)=[CH:4][C:3]([O:2][CH3:1])=[CH:12][CH:11]=2. (3) The product is: [N:4]1([C:16]([C@@H:15]([NH:19][C:20]([C:22]2[CH:27]=[CH:26][C:25]([C:28]3[CH:29]=[N:30][C:31]4[N:32]([C:34]([C:37]5([C:40]6[CH:41]=[C:42]7[C:47](=[CH:48][CH:49]=6)[N:46]=[CH:45][CH:44]=[CH:43]7)[CH2:39][CH2:38]5)=[CH:35][N:36]=4)[CH:33]=3)=[CH:24][N:23]=2)=[O:21])[C:14]([CH3:50])([CH3:13])[CH3:51])=[O:17])[CH2:5][CH2:9][CH2:8]1. Given the reactants C([N:4]([CH2:8][CH3:9])[CH:5](C)C)(C)C.Cl.Cl.Cl.[CH3:13][C:14]([CH3:51])([CH3:50])[C@H:15]([NH:19][C:20]([C:22]1[CH:27]=[CH:26][C:25]([C:28]2[CH:29]=[N:30][C:31]3[N:32]([C:34]([C:37]4([C:40]5[CH:41]=[C:42]6[C:47](=[CH:48][CH:49]=5)[N:46]=[CH:45][CH:44]=[CH:43]6)[CH2:39][CH2:38]4)=[CH:35][N:36]=3)[CH:33]=2)=[CH:24][N:23]=1)=[O:21])[C:16](O)=[O:17].F[P-](F)(F)(F)(F)F.N1(O[P+](N(C)C)(N(C)C)N(C)C)C2C=CC=CC=2N=N1.Cl.N1CCC1, predict the reaction product. (4) Given the reactants [CH3:1][C:2]1[N:7]2[N:8]=[CH:9][C:10]([C:11]([OH:13])=O)=[C:6]2[N:5]=[C:4]([C:14]2[CH:19]=[CH:18][C:17]([C:20]([F:23])([F:22])[F:21])=[CH:16][CH:15]=2)[CH:3]=1.[CH3:24][S:25]([C:28]1[CH:29]=[C:30]([NH2:34])[CH:31]=[CH:32][CH:33]=1)(=[O:27])=[O:26], predict the reaction product. The product is: [CH3:24][S:25]([C:28]1[CH:29]=[C:30]([NH:34][C:11]([C:10]2[CH:9]=[N:8][N:7]3[C:2]([CH3:1])=[CH:3][C:4]([C:14]4[CH:19]=[CH:18][C:17]([C:20]([F:22])([F:23])[F:21])=[CH:16][CH:15]=4)=[N:5][C:6]=23)=[O:13])[CH:31]=[CH:32][CH:33]=1)(=[O:26])=[O:27]. (5) Given the reactants [C:1]([OH:5])(=[O:4])[CH:2]=[O:3].[CH3:6][C:7]1[CH:8]=[C:9]([CH:15]=[CH:16][CH:17]=1)[CH2:10][NH:11][CH2:12][CH2:13]O.O, predict the reaction product. The product is: [OH:4][CH:1]1[O:5][CH2:13][CH2:12][N:11]([CH2:10][C:9]2[CH:15]=[CH:16][CH:17]=[C:7]([CH3:6])[CH:8]=2)[C:2]1=[O:3]. (6) Given the reactants [CH3:1][N:2]([CH2:10][C:11]#[C:12][C:13]1[CH:14]=[N:15][CH:16]=[CH:17][CH:18]=1)C(=O)OC(C)(C)C.C(O)(C(F)(F)F)=O, predict the reaction product. The product is: [CH3:1][NH:2][CH2:10][C:11]#[C:12][C:13]1[CH:14]=[N:15][CH:16]=[CH:17][CH:18]=1. (7) Given the reactants [CH:1](=[NH:6])[CH2:2][CH2:3][CH2:4][CH3:5].[Co+2:7].C(=N)CCCC.[Co+3].[S:15](=[O:19])(=[O:18])([OH:17])[OH:16], predict the reaction product. The product is: [S:15]([O-:19])([O-:18])(=[O:17])=[O:16].[CH:1](=[NH:6])[CH2:2][CH2:3][CH2:4][CH3:5].[Co+3:7].[S:15]([O-:19])([O-:18])(=[O:17])=[O:16].[S:15]([O-:19])([O-:18])(=[O:17])=[O:16].[Co+3:7].